Dataset: NCI-60 drug combinations with 297,098 pairs across 59 cell lines. Task: Regression. Given two drug SMILES strings and cell line genomic features, predict the synergy score measuring deviation from expected non-interaction effect. Drug 1: CC12CCC3C(C1CCC2=O)CC(=C)C4=CC(=O)C=CC34C. Drug 2: CCC1=CC2CC(C3=C(CN(C2)C1)C4=CC=CC=C4N3)(C5=C(C=C6C(=C5)C78CCN9C7C(C=CC9)(C(C(C8N6C)(C(=O)OC)O)OC(=O)C)CC)OC)C(=O)OC.C(C(C(=O)O)O)(C(=O)O)O. Cell line: SW-620. Synergy scores: CSS=59.1, Synergy_ZIP=0.0682, Synergy_Bliss=-3.08, Synergy_Loewe=-6.62, Synergy_HSA=-1.97.